This data is from NCI-60 drug combinations with 297,098 pairs across 59 cell lines. The task is: Regression. Given two drug SMILES strings and cell line genomic features, predict the synergy score measuring deviation from expected non-interaction effect. (1) Drug 1: C1C(C(OC1N2C=NC3=C(N=C(N=C32)Cl)N)CO)O. Drug 2: C1=NC2=C(N=C(N=C2N1C3C(C(C(O3)CO)O)F)Cl)N. Cell line: SR. Synergy scores: CSS=0.0910, Synergy_ZIP=-1.43, Synergy_Bliss=-3.39, Synergy_Loewe=-3.74, Synergy_HSA=-4.23. (2) Drug 1: C1=NC2=C(N1)C(=S)N=C(N2)N. Drug 2: C1CN1P(=S)(N2CC2)N3CC3. Synergy scores: CSS=51.0, Synergy_ZIP=-5.34, Synergy_Bliss=-0.553, Synergy_Loewe=-10.3, Synergy_HSA=3.38. Cell line: CAKI-1. (3) Drug 1: C1=CC(=CC=C1CCC2=CNC3=C2C(=O)NC(=N3)N)C(=O)NC(CCC(=O)O)C(=O)O. Drug 2: C(CN)CNCCSP(=O)(O)O. Cell line: OVCAR3. Synergy scores: CSS=36.0, Synergy_ZIP=5.95, Synergy_Bliss=7.21, Synergy_Loewe=-21.4, Synergy_HSA=2.59. (4) Drug 1: COC1=C(C=C2C(=C1)N=CN=C2NC3=CC(=C(C=C3)F)Cl)OCCCN4CCOCC4. Drug 2: CN(CC1=CN=C2C(=N1)C(=NC(=N2)N)N)C3=CC=C(C=C3)C(=O)NC(CCC(=O)O)C(=O)O. Cell line: SF-539. Synergy scores: CSS=39.8, Synergy_ZIP=-4.10, Synergy_Bliss=3.98, Synergy_Loewe=4.42, Synergy_HSA=6.71.